From a dataset of Full USPTO retrosynthesis dataset with 1.9M reactions from patents (1976-2016). Predict the reactants needed to synthesize the given product. (1) Given the product [CH3:7][C:8]([CH3:40])([CH3:41])[CH2:9][CH2:10][NH:11][C:12](=[O:39])[NH:13][C:14]1[CH:15]=[C:16]([C:21]2[C:22]([CH3:38])=[N:23][C:24]3[C:29]([CH:30]=2)=[CH:28][N:27]=[C:26]([NH:31][C:32](=[O:33])[N:2]([CH3:3])[CH3:1])[CH:25]=3)[CH:17]=[CH:18][C:19]=1[F:20], predict the reactants needed to synthesize it. The reactants are: [CH3:1][N:2]1CCC[CH2:3]1.[CH3:7][C:8]([CH3:41])([CH3:40])[CH2:9][CH2:10][NH:11][C:12](=[O:39])[NH:13][C:14]1[CH:15]=[C:16]([C:21]2[C:22]([CH3:38])=[N:23][C:24]3[C:29]([CH:30]=2)=[CH:28][N:27]=[C:26]([NH:31][C:32](=O)[O:33]C(C)=C)[CH:25]=3)[CH:17]=[CH:18][C:19]=1[F:20].Cl.CNC. (2) Given the product [C:26]([O:29][CH:7]1[CH2:6][CH2:5][CH2:17][CH2:16][CH2:15][CH2:14][CH2:13][CH:12]([O:18][Si:19]([CH2:20][CH3:21])([CH2:22][CH3:23])[CH2:24][CH3:25])[CH:11]=[CH:10][CH2:9][CH2:8]1)(=[O:28])[CH3:27], predict the reactants needed to synthesize it. The reactants are: C(O[CH:5]1[CH2:17][CH2:16][CH2:15][CH2:14][CH2:13][CH:12]([O:18][Si:19]([CH2:24][CH3:25])([CH2:22][CH3:23])[CH2:20][CH3:21])[CH:11]=[CH:10][CH2:9][CH2:8][CH2:7][CH2:6]1)(=O)C.[C:26]([O:29]C(CCCCCCCC=O)CCC#C)(=[O:28])[CH3:27].IC1C(C)=CC(C)=CC=1C.Cl.CC([O-])(C)C.[K+].C([SiH](CC)CC)C. (3) Given the product [Br:8][C:9]1[CH:10]=[CH:11][C:12]([F:22])=[C:13]([C:15](=[O:21])[C:16]([O:18][CH2:19][CH3:20])=[O:17])[CH:14]=1, predict the reactants needed to synthesize it. The reactants are: C(OC(=O)C)(=O)C.[Br:8][C:9]1[CH:10]=[CH:11][C:12]([F:22])=[C:13]([CH:15]([OH:21])[C:16]([O:18][CH2:19][CH3:20])=[O:17])[CH:14]=1. (4) Given the product [CH2:1]([O:8][C:9]1[N:10]=[N:11][C:12]([CH2:23][C:24]2[CH:29]=[CH:28][CH:27]=[C:26]([CH3:31])[CH:25]=2)=[CH:13][C:14]=1[O:15][CH2:16][C:17]1[CH:22]=[CH:21][CH:20]=[CH:19][CH:18]=1)[C:2]1[CH:7]=[CH:6][CH:5]=[CH:4][CH:3]=1, predict the reactants needed to synthesize it. The reactants are: [CH2:1]([O:8][C:9]1[N:10]=[N:11][C:12]([CH2:23][C:24]2[CH:29]=[CH:28][C:27](F)=[CH:26][CH:25]=2)=[CH:13][C:14]=1[O:15][CH2:16][C:17]1[CH:22]=[CH:21][CH:20]=[CH:19][CH:18]=1)[C:2]1[CH:7]=[CH:6][CH:5]=[CH:4][CH:3]=1.[CH2:31](OC1N=NC(Cl)=CC=1OCC1C=CC=CC=1)C1C=CC=CC=1.[Cl-].CC1C=C(C=CC=1)C[Zn+]. (5) Given the product [CH3:5][O:6][C:7](=[O:17])[C:8]1[CH:13]=[CH:12][C:11]([CH2:14][N:1]=[N+:2]=[N-:3])=[C:10]([F:16])[CH:9]=1, predict the reactants needed to synthesize it. The reactants are: [N-:1]=[N+:2]=[N-:3].[Na+].[CH3:5][O:6][C:7](=[O:17])[C:8]1[CH:13]=[CH:12][C:11]([CH2:14]Br)=[C:10]([F:16])[CH:9]=1. (6) Given the product [Br:1][C:2]1[CH:3]=[C:4]([C:9]2[CH:10]=[C:11]([C:13]3[CH:18]=[CH:17][CH:16]=[CH:15][CH:14]=3)[NH:23][C:21](=[O:22])[N:20]=2)[CH:5]=[CH:6][C:7]=1[F:8], predict the reactants needed to synthesize it. The reactants are: [Br:1][C:2]1[CH:3]=[C:4]([C:9](=O)[CH2:10][C:11]([C:13]2[CH:18]=[CH:17][CH:16]=[CH:15][CH:14]=2)=O)[CH:5]=[CH:6][C:7]=1[F:8].[NH2:20][C:21]([NH2:23])=[O:22].Cl.ClCCl.CO. (7) Given the product [N:21]1([CH2:26][CH2:27][NH:28][C:2]2[CH:7]=[CH:6][C:5]([C:8]([N:10]3[CH2:14][CH2:13][CH2:12][CH:11]3[CH2:15][N:16]3[CH2:20][CH2:19][CH2:18][CH2:17]3)=[O:9])=[CH:4][CH:3]=2)[CH2:25][CH2:24][CH2:23][CH2:22]1, predict the reactants needed to synthesize it. The reactants are: F[C:2]1[CH:7]=[CH:6][C:5]([C:8]([N:10]2[CH2:14][CH2:13][CH2:12][CH:11]2[CH2:15][N:16]2[CH2:20][CH2:19][CH2:18][CH2:17]2)=[O:9])=[CH:4][CH:3]=1.[N:21]1([CH2:26][CH2:27][NH2:28])[CH2:25][CH2:24][CH2:23][CH2:22]1. (8) Given the product [CH2:1]([O:3][C:4](=[O:25])[CH2:5][C:6]1[CH:11]=[CH:10][C:9]([O:12][CH3:13])=[C:8]([S:14][CH2:45][C:46](=[O:48])[CH3:47])[CH:7]=1)[CH3:2], predict the reactants needed to synthesize it. The reactants are: [CH2:1]([O:3][C:4](=[O:25])[CH2:5][C:6]1[CH:11]=[CH:10][C:9]([O:12][CH3:13])=[C:8]([S:14][Si](C(C)C)(C(C)C)C(C)C)[CH:7]=1)[CH3:2].[F-].C([N+](CCCC)(CCCC)CCCC)CCC.Cl[CH2:45][C:46](=[O:48])[CH3:47]. (9) Given the product [C:1]12([C:11]3[CH:20]=[CH:19][C:14]([C:15]([OH:17])=[O:16])=[CH:13][C:12]=3[O:21][CH3:22])[CH2:10][CH:5]3[CH2:4][CH:3]([CH2:9][CH:7]([CH2:6]3)[CH2:8]1)[CH2:2]2, predict the reactants needed to synthesize it. The reactants are: [C:1]12([C:11]3[CH:20]=[CH:19][C:14]([C:15]([O:17]C)=[O:16])=[CH:13][C:12]=3[O:21][CH3:22])[CH2:10][CH:5]3[CH2:6][CH:7]([CH2:9][CH:3]([CH2:4]3)[CH2:2]1)[CH2:8]2.COC(=O)C1C=CC(OC)=C(C23CC4CC(CC(C4)C2)C3)C=1.